Task: Predict the product of the given reaction.. Dataset: Forward reaction prediction with 1.9M reactions from USPTO patents (1976-2016) (1) Given the reactants [H-].[Na+].[Cl:3][C:4]1[CH:9]=[CH:8][CH:7]=[CH:6][C:5]=1[C:10]1[N:11]([CH3:27])[C:12]([C:15]([NH:18][C:19](=[O:26])[C:20]2[CH:25]=[CH:24][CH:23]=[CH:22][CH:21]=2)([CH3:17])[CH3:16])=[N:13][N:14]=1.CI.[C:30](=O)([O-])O.[Na+], predict the reaction product. The product is: [Cl:3][C:4]1[CH:9]=[CH:8][CH:7]=[CH:6][C:5]=1[C:10]1[N:11]([CH3:27])[C:12]([C:15]([N:18]([CH3:30])[C:19](=[O:26])[C:20]2[CH:21]=[CH:22][CH:23]=[CH:24][CH:25]=2)([CH3:17])[CH3:16])=[N:13][N:14]=1. (2) Given the reactants Cl[C:2]1[CH:7]=[CH:6][N:5]=[C:4]2[CH:8]=[C:9]([C:11]3[S:12][CH:13]=[C:14]([C:16]([OH:19])([CH3:18])[CH3:17])[N:15]=3)[S:10][C:3]=12.[Cl:20][C:21]1[N:22]([CH3:35])[C:23]2[C:28]([C:29]=1[C:30]([NH:32][CH3:33])=[O:31])=[CH:27][CH:26]=[C:25]([OH:34])[CH:24]=2.C([O-])([O-])=O.[Cs+].[Cs+], predict the reaction product. The product is: [CH3:33][NH:32][C:30]([C:29]1[C:28]2[C:23](=[CH:24][C:25]([O:34][C:2]3[CH:7]=[CH:6][N:5]=[C:4]4[CH:8]=[C:9]([C:11]5[S:12][CH:13]=[C:14]([C:16]([OH:19])([CH3:18])[CH3:17])[N:15]=5)[S:10][C:3]=34)=[CH:26][CH:27]=2)[N:22]([CH3:35])[C:21]=1[Cl:20])=[O:31].